From a dataset of Full USPTO retrosynthesis dataset with 1.9M reactions from patents (1976-2016). Predict the reactants needed to synthesize the given product. (1) Given the product [C:1]([O:5][C:6](=[O:33])[NH:7][CH:8]1[CH2:13][CH2:12][CH:11]([NH:14][C:15]2[N:20]=[C:19]3[NH:21][N:22]=[C:23]([C:24]4[CH:29]=[CH:28][N:27]=[C:26]([NH:50][CH:43]([C:44]5[CH:45]=[CH:46][CH:47]=[CH:48][CH:49]=5)[CH2:42][CH2:41][NH:40][C:39]([O:38][C:34]([CH3:37])([CH3:36])[CH3:35])=[O:51])[N:25]=4)[C:18]3=[CH:17][N:16]=2)[CH2:10][CH2:9]1)([CH3:4])([CH3:3])[CH3:2], predict the reactants needed to synthesize it. The reactants are: [C:1]([O:5][C:6](=[O:33])[NH:7][CH:8]1[CH2:13][CH2:12][CH:11]([NH:14][C:15]2[N:20]=[C:19]3[NH:21][N:22]=[C:23]([C:24]4[CH:29]=[CH:28][N:27]=[C:26](S(C)=O)[N:25]=4)[C:18]3=[CH:17][N:16]=2)[CH2:10][CH2:9]1)([CH3:4])([CH3:3])[CH3:2].[C:34]([O:38][C:39](=[O:51])[NH:40][CH2:41][CH2:42][CH:43]([NH2:50])[C:44]1[CH:49]=[CH:48][CH:47]=[CH:46][CH:45]=1)([CH3:37])([CH3:36])[CH3:35]. (2) Given the product [N:1]1([CH2:7][CH2:8][CH2:9][O:10][CH2:15][CH2:14][C:13]([CH3:18])([CH3:17])[CH3:12])[CH2:6][CH2:5][CH2:4][CH2:3][CH2:2]1, predict the reactants needed to synthesize it. The reactants are: [N:1]1([CH2:7][CH2:8][CH2:9][O-:10])[CH2:6][CH2:5][CH2:4][CH2:3][CH2:2]1.[Na+].[CH3:12][C:13]([CH3:18])([CH3:17])[CH2:14][CH2:15]Cl.C1OCCOCCOCCOCCOC1.O. (3) Given the product [Cl:17][C:18]1[CH:23]=[C:22]([C:24]#[C:25][C:13]2[N:12]=[C:11]([CH3:16])[N:10]([C:6]3[CH:5]=[N:4][N:3]([CH2:1][CH3:2])[C:8](=[O:9])[CH:7]=3)[CH:14]=2)[CH:21]=[CH:20][N:19]=1, predict the reactants needed to synthesize it. The reactants are: [CH2:1]([N:3]1[C:8](=[O:9])[CH:7]=[C:6]([N:10]2[CH:14]=[C:13](I)[N:12]=[C:11]2[CH3:16])[CH:5]=[N:4]1)[CH3:2].[Cl:17][C:18]1[CH:23]=[C:22]([C:24]#[C:25][Si](C)(C)C)[CH:21]=[CH:20][N:19]=1. (4) Given the product [F:1][C:2]([F:10])([F:9])[C:3]1[O:7][N:6]=[C:5]([NH:8][C:12](=[O:13])[O:14][C:15]2[CH:20]=[CH:19][CH:18]=[CH:17][CH:16]=2)[CH:4]=1, predict the reactants needed to synthesize it. The reactants are: [F:1][C:2]([F:10])([F:9])[C:3]1[O:7][N:6]=[C:5]([NH2:8])[CH:4]=1.Cl[C:12]([O:14][C:15]1[CH:20]=[CH:19][CH:18]=[CH:17][CH:16]=1)=[O:13].N1C=CC=CC=1. (5) Given the product [SH:16][C:2]1[C:11]2[C:6](=[CH:7][CH:8]=[C:9]([O:12][CH2:13][C:14]#[N:15])[CH:10]=2)[N:5]=[CH:4][CH:3]=1, predict the reactants needed to synthesize it. The reactants are: Cl[C:2]1[C:11]2[C:6](=[CH:7][CH:8]=[C:9]([O:12][CH2:13][C:14]#[N:15])[CH:10]=2)[N:5]=[CH:4][CH:3]=1.[S-2:16].[Na+].[Na+].